From a dataset of Full USPTO retrosynthesis dataset with 1.9M reactions from patents (1976-2016). Predict the reactants needed to synthesize the given product. (1) Given the product [CH2:20]([O:22][C:23]([C:25]1[N:26]([CH3:38])[C:27]2[C:32]([C:33]=1[CH3:34])=[C:31]([N+:35]([O-:37])=[O:36])[C:30]([CH3:1])=[CH:29][CH:28]=2)=[O:24])[CH3:21], predict the reactants needed to synthesize it. The reactants are: [CH2:1](OC(C1NC2C(C=1CO)=C([N+]([O-])=O)C=CC=2)=O)C.[CH2:20]([O:22][C:23]([C:25]1[N:26]([CH3:38])[C:27]2[C:32]([C:33]=1[CH3:34])=[C:31]([N+:35]([O-:37])=[O:36])[CH:30]=[CH:29][CH:28]=2)=[O:24])[CH3:21].C1C(=O)N(Br)C(=O)C1.CC(N=NC(C#N)(C)C)(C#N)C. (2) Given the product [Br:13][C:14]1[CH:19]=[CH:18][C:17]([CH2:20][N:8]2[C:7](=[O:10])[C:3]3[C:2](=[N:1][CH:6]=[CH:5][CH:4]=3)[CH2:9]2)=[C:16]([F:22])[CH:15]=1, predict the reactants needed to synthesize it. The reactants are: [N:1]1[CH:6]=[CH:5][CH:4]=[C:3]2[C:7](=[O:10])[NH:8][CH2:9][C:2]=12.[H-].[Na+].[Br:13][C:14]1[CH:19]=[CH:18][C:17]([CH2:20]Br)=[C:16]([F:22])[CH:15]=1.O. (3) The reactants are: [Cl:1][C:2]1[CH:7]=[CH:6][CH:5]=[CH:4][C:3]=1[N:8]1[C:16]2[C:15](=[O:17])[NH:14][CH:13]=[N:12][C:11]=2[C:10]([C:18]#[N:19])=[CH:9]1.[Cl:20]N1C(=O)CCC1=O.O. Given the product [Cl:20][C:9]1[N:8]([C:3]2[CH:4]=[CH:5][CH:6]=[CH:7][C:2]=2[Cl:1])[C:16]2[C:15](=[O:17])[NH:14][CH:13]=[N:12][C:11]=2[C:10]=1[C:18]#[N:19], predict the reactants needed to synthesize it. (4) Given the product [Cl:17][C:7]1[C:8]2[C:13](=[CH:12][C:11]([O:14][CH3:15])=[C:10]([F:16])[CH:9]=2)[C:4]([CH2:1][CH2:2][CH2:3][OH:28])=[C:5]([OH:18])[N:6]=1, predict the reactants needed to synthesize it. The reactants are: [CH2:1]([C:4]1[C:13]2[C:8](=[CH:9][C:10]([F:16])=[C:11]([O:14][CH3:15])[CH:12]=2)[C:7]([Cl:17])=[N:6][C:5]=1[OH:18])[CH:2]=[CH2:3].C12BC(CCC1)CCC2.[OH-:28].[Na+].OO.Cl. (5) Given the product [OH:17][N:16]([C:18]1[CH:23]=[CH:22][CH:21]=[CH:20][CH:19]=1)[C:12](=[O:13])[CH:14]=[CH2:15], predict the reactants needed to synthesize it. The reactants are: C1CCN2C(=NCCC2)CC1.[CH:12]([CH:14]=[CH2:15])=[O:13].[N:16]([C:18]1[CH:23]=[CH:22][CH:21]=[CH:20][CH:19]=1)=[O:17]. (6) Given the product [ClH:1].[CH2:8]([O:10][C:11]([C:13]1[C:22](=[O:23])[C:21]2[C:16](=[C:17]([O:42][CH3:43])[C:18]([N:25]3[CH2:30][CH2:29][CH2:28][C:27](=[C:31]([F:41])[CH2:32][NH2:33])[CH2:26]3)=[C:19]([F:24])[CH:20]=2)[N:15]([CH:44]2[CH2:45][CH2:46]2)[CH:14]=1)=[O:12])[CH3:9], predict the reactants needed to synthesize it. The reactants are: [ClH:1].O1CCOCC1.[CH2:8]([O:10][C:11]([C:13]1[C:22](=[O:23])[C:21]2[C:16](=[C:17]([O:42][CH3:43])[C:18]([N:25]3[CH2:30][CH2:29][CH2:28][C:27](=[C:31]([F:41])[CH2:32][NH:33]C(OC(C)(C)C)=O)[CH2:26]3)=[C:19]([F:24])[CH:20]=2)[N:15]([CH:44]2[CH2:46][CH2:45]2)[CH:14]=1)=[O:12])[CH3:9]. (7) Given the product [N:1]1[N:2]=[C:3]([C:19]2[CH:28]=[CH:27][C:22]([C:23]([OH:25])=[O:24])=[CH:21][CH:20]=2)[N:4]2[C:10]=1[C:9]1[CH:11]=[CH:12][CH:13]=[CH:14][C:8]=1[NH:7][C:6]1[N:15]=[CH:16][CH:17]=[CH:18][C:5]2=1, predict the reactants needed to synthesize it. The reactants are: [N:1]1[N:2]=[C:3]([C:19]2[CH:28]=[CH:27][C:22]([C:23]([O:25]C)=[O:24])=[CH:21][CH:20]=2)[N:4]2[C:10]=1[C:9]1[CH:11]=[CH:12][CH:13]=[CH:14][C:8]=1[NH:7][C:6]1[N:15]=[CH:16][CH:17]=[CH:18][C:5]2=1.[OH-].[Li+].O.C(O)(=O)C. (8) Given the product [CH3:16][C:30]1[CH:31]=[C:32]([C:36]2[CH:41]=[CH:40][CH:39]=[CH:38][CH:37]=2)[CH:33]=[C:34]([CH3:35])[C:29]=1[CH:4]1[C:5](=[O:10])[C@H:6]2[O:9][C@:2]([CH3:1])([CH2:8][CH2:7]2)[C:3]1=[O:11], predict the reactants needed to synthesize it. The reactants are: [CH3:1][C@@:2]12[O:9][C@@H:6]([CH2:7][CH2:8]1)[C:5](=[O:10])[CH2:4][C:3]2=[O:11].C(Cl)(Cl)Cl.[C:16]([O-])(=O)C.C([O-])(=O)C.C([O-])(=O)C.Cl[C:29]1([Pb+3])[C:34]([CH3:35])=[CH:33][C:32]([C:36]2[CH:41]=[CH:40][CH:39]=[CH:38][CH:37]=2)=[CH:31][CH2:30]1.Cl. (9) Given the product [Br:12][C:9]1[CH:10]=[CH:11][C:2]([NH:1][C:29]2[C:30]([O:32][CH3:33])=[CH:31][C:26]([C:23]3[CH:24]=[CH:25][C:20]([Cl:19])=[C:21]([CH3:36])[CH:22]=3)=[C:27]([F:35])[CH:28]=2)=[C:3]([CH:8]=1)[C:4]([O:6][CH3:7])=[O:5], predict the reactants needed to synthesize it. The reactants are: [NH2:1][C:2]1[CH:11]=[CH:10][C:9]([Br:12])=[CH:8][C:3]=1[C:4]([O:6][CH3:7])=[O:5].C(=O)([O-])[O-].[Cs+].[Cs+].[Cl:19][C:20]1[CH:25]=[CH:24][C:23]([C:26]2[CH:31]=[C:30]([O:32][CH3:33])[C:29](I)=[CH:28][C:27]=2[F:35])=[CH:22][C:21]=1[CH3:36].COC1CCCC1. (10) Given the product [CH:32]1[C:31]2[CH:30]([CH2:29][O:28][C:26](=[O:27])[NH:25][C@H:21]([C:22](=[O:23])[NH:8][C:4]3[CH:5]=[CH:6][CH:7]=[C:2]([F:1])[CH:3]=3)[CH2:20][CH2:19][CH2:18][CH2:17][NH2:16])[C:42]3[C:37](=[CH:38][CH:39]=[CH:40][CH:41]=3)[C:36]=2[CH:35]=[CH:34][CH:33]=1, predict the reactants needed to synthesize it. The reactants are: [F:1][C:2]1[CH:3]=[C:4]([NH2:8])[CH:5]=[CH:6][CH:7]=1.C(OC([NH:16][CH2:17][CH2:18][CH2:19][CH2:20][C@H:21]([NH:25][C:26]([O:28][CH2:29][CH:30]1[C:42]2[CH:41]=[CH:40][CH:39]=[CH:38][C:37]=2[C:36]2[C:31]1=[CH:32][CH:33]=[CH:34][CH:35]=2)=[O:27])[C:22](O)=[O:23])=O)(C)(C)C.